Dataset: Reaction yield outcomes from USPTO patents with 853,638 reactions. Task: Predict the reaction yield, written as a fraction of the theoretical maximum amount of product (1.0 means a 100% yield; for example, 0.34 means a 34% yield). (1) The reactants are [NH2:1][C:2]1[N:10]=[CH:9][N:8]=[C:7]2[C:3]=1[N:4]=[CH:5][N:6]2[C@H:11]1[C@@H:15]2[O:16][C:17]([CH3:20])([CH3:19])[O:18][C@@H:14]2[C@@H:13]([CH2:21][N:22]([CH2:27][CH2:28][CH2:29][CH2:30][C:31]([O:33]C)=[O:32])[S:23]([CH3:26])(=[O:25])=[O:24])[O:12]1.[Li+].[OH-].Cl. The product is [NH2:1][C:2]1[N:10]=[CH:9][N:8]=[C:7]2[C:3]=1[N:4]=[CH:5][N:6]2[C@H:11]1[C@@H:15]2[O:16][C:17]([CH3:19])([CH3:20])[O:18][C@@H:14]2[C@@H:13]([CH2:21][N:22]([CH2:27][CH2:28][CH2:29][CH2:30][C:31]([OH:33])=[O:32])[S:23]([CH3:26])(=[O:25])=[O:24])[O:12]1. The yield is 1.00. No catalyst specified. (2) The yield is 0.740. The product is [CH3:40][C:41]([CH3:63])([CH3:62])[C@H:42]([N:46]1[CH2:50][CH2:49][N:48]([CH2:51][C:52]2[CH:57]=[CH:56][CH:55]=[C:54]([N+:58]([O-:60])=[O:59])[CH:53]=2)[C:47]1=[O:61])[C:43]([NH:1][C@@H:2]([CH2:33][C:34]1[CH:35]=[CH:36][CH:37]=[CH:38][CH:39]=1)[C@@H:3]([OH:32])[CH2:4][C@@H:5]([NH:19][C:20]([C@@H:22]([NH:27][C:28](=[O:31])[O:29][CH3:30])[C:23]([CH3:26])([CH3:25])[CH3:24])=[O:21])[CH2:6][C:7]1[CH:12]=[CH:11][C:10]([C:13]2[CH:18]=[CH:17][CH:16]=[CH:15][N:14]=2)=[CH:9][CH:8]=1)=[O:44]. The catalyst is C1COCC1. The reactants are [NH2:1][C@@H:2]([CH2:33][C:34]1[CH:39]=[CH:38][CH:37]=[CH:36][CH:35]=1)[C@@H:3]([OH:32])[CH2:4][C@@H:5]([NH:19][C:20]([C@@H:22]([NH:27][C:28](=[O:31])[O:29][CH3:30])[C:23]([CH3:26])([CH3:25])[CH3:24])=[O:21])[CH2:6][C:7]1[CH:12]=[CH:11][C:10]([C:13]2[CH:18]=[CH:17][CH:16]=[CH:15][N:14]=2)=[CH:9][CH:8]=1.[CH3:40][C:41]([CH3:63])([CH3:62])[C@H:42]([N:46]1[CH2:50][CH2:49][N:48]([CH2:51][C:52]2[CH:57]=[CH:56][CH:55]=[C:54]([N+:58]([O-:60])=[O:59])[CH:53]=2)[C:47]1=[O:61])[C:43](O)=[O:44].CCOP(ON1N=NC2C=CC=CC=2C1=O)(OCC)=O.C(N(CC)C(C)C)(C)C.